Dataset: Catalyst prediction with 721,799 reactions and 888 catalyst types from USPTO. Task: Predict which catalyst facilitates the given reaction. (1) Reactant: [CH2:1]([N:3]1[C:7](=[O:8])[CH2:6][O:5][C:4]1=[S:9])[CH3:2].[C:10]1([C:16]2[O:20][C:19]([CH:21]=O)=[CH:18][CH:17]=2)[CH:15]=[CH:14][CH:13]=[CH:12][CH:11]=1.C([O-])(=O)C.[Na+]. Product: [CH2:1]([N:3]1[C:7](=[O:8])[C:6](=[CH:21][C:19]2[O:20][C:16]([C:10]3[CH:11]=[CH:12][CH:13]=[CH:14][CH:15]=3)=[CH:17][CH:18]=2)[O:5][C:4]1=[S:9])[CH3:2]. The catalyst class is: 15. (2) Reactant: [C:1]([N:4]1[CH2:9][CH2:8][NH:7][CH2:6][CH2:5]1)(=[O:3])[CH3:2].Br[CH2:11][CH2:12][CH2:13][OH:14].C(=O)([O-])[O-].[K+].[K+]. Product: [C:1]([N:4]1[CH2:9][CH2:8][N:7]([CH2:11][CH2:12][CH2:13][OH:14])[CH2:6][CH2:5]1)(=[O:3])[CH3:2]. The catalyst class is: 10. (3) Reactant: [CH:1]12[NH:7][CH:4]([CH2:5][CH2:6]1)[CH2:3][C:2]2=[O:8].C(N(CC)CC)C.[CH3:16][C:17]([O:20][C:21](O[C:21]([O:20][C:17]([CH3:19])([CH3:18])[CH3:16])=[O:22])=[O:22])([CH3:19])[CH3:18]. Product: [O:8]=[C:2]1[CH2:3][CH:4]2[N:7]([C:21]([O:20][C:17]([CH3:19])([CH3:18])[CH3:16])=[O:22])[CH:1]1[CH2:6][CH2:5]2. The catalyst class is: 2.